From a dataset of Full USPTO retrosynthesis dataset with 1.9M reactions from patents (1976-2016). Predict the reactants needed to synthesize the given product. (1) Given the product [F:12][C:4]1[C:5]([O:10][CH3:11])=[CH:6][C:7]([O:8][CH3:9])=[C:2]([F:1])[C:3]=1[N:13]1[CH2:18][C:17]2[CH:19]=[N:20][C:21]3[NH:25][C:24]([CH:35]=[O:36])=[CH:23][C:22]=3[C:16]=2[N:15]([CH3:37])[C:14]1=[O:38], predict the reactants needed to synthesize it. The reactants are: [F:1][C:2]1[C:7]([O:8][CH3:9])=[CH:6][C:5]([O:10][CH3:11])=[C:4]([F:12])[C:3]=1[N:13]1[CH2:18][C:17]2[CH:19]=[N:20][C:21]3[N:25](S(C4C=CC=CC=4)(=O)=O)[C:24]([CH:35]=[O:36])=[CH:23][C:22]=3[C:16]=2[N:15]([CH3:37])[C:14]1=[O:38].[OH-].[K+].Cl.[NH4+].[Cl-]. (2) Given the product [Br:1][C:2]1[CH:3]=[CH:4][C:5]([C:8]2[CH:13]=[CH:12][C:11]([CH2:14][O:15][Si:25]([C:21]([CH3:24])([CH3:23])[CH3:22])([CH3:28])[CH3:27])=[CH:10][CH:9]=2)=[CH:6][CH:7]=1, predict the reactants needed to synthesize it. The reactants are: [Br:1][C:2]1[CH:7]=[CH:6][C:5]([C:8]2[CH:13]=[CH:12][C:11]([CH2:14][OH:15])=[CH:10][CH:9]=2)=[CH:4][CH:3]=1.N1C=CN=C1.[C:21]([Si:25]([CH3:28])([CH3:27])Cl)([CH3:24])([CH3:23])[CH3:22].O.